Dataset: Peptide-MHC class I binding affinity with 185,985 pairs from IEDB/IMGT. Task: Regression. Given a peptide amino acid sequence and an MHC pseudo amino acid sequence, predict their binding affinity value. This is MHC class I binding data. (1) The peptide sequence is MVIGMAMTTV. The MHC is HLA-A68:02 with pseudo-sequence HLA-A68:02. The binding affinity (normalized) is 0.890. (2) The peptide sequence is FTYLCGFIK. The MHC is HLA-A33:01 with pseudo-sequence HLA-A33:01. The binding affinity (normalized) is 0.350. (3) The MHC is HLA-A31:01 with pseudo-sequence HLA-A31:01. The binding affinity (normalized) is 0.801. The peptide sequence is KTVQFCDAMR. (4) The peptide sequence is KLLISCWQR. The MHC is HLA-A31:01 with pseudo-sequence HLA-A31:01. The binding affinity (normalized) is 0.843. (5) The binding affinity (normalized) is 0. The MHC is HLA-A11:01 with pseudo-sequence HLA-A11:01. The peptide sequence is ILYKRETTR. (6) The peptide sequence is IAAPNMIAV. The MHC is HLA-C05:01 with pseudo-sequence HLA-C05:01. The binding affinity (normalized) is 0.290. (7) The binding affinity (normalized) is 0.410. The MHC is HLA-A03:01 with pseudo-sequence HLA-A03:01. The peptide sequence is GKMDHVMAK.